Dataset: Reaction yield outcomes from USPTO patents with 853,638 reactions. Task: Predict the reaction yield, written as a fraction of the theoretical maximum amount of product (1.0 means a 100% yield; for example, 0.34 means a 34% yield). (1) The catalyst is CO. The yield is 0.500. The reactants are [O:1]=[C:2]([N:13]1[CH2:18][CH2:17][NH:16][CH2:15][CH2:14]1)[CH2:3][O:4][C:5]1[CH:6]=[C:7]([CH:10]=[CH:11][CH:12]=1)[CH:8]=[O:9].[CH2:19]1[O:22][CH:20]1[CH3:21]. The product is [OH:22][CH:20]([CH3:21])[CH2:19][N:16]1[CH2:17][CH2:18][N:13]([C:2](=[O:1])[CH2:3][O:4][C:5]2[CH:6]=[C:7]([CH:10]=[CH:11][CH:12]=2)[CH:8]=[O:9])[CH2:14][CH2:15]1. (2) The reactants are C(C1NC2C(=NC=NC=2N2CCN(C(=O)[CH2:19][C:20]3[CH:25]=[CH:24][CH:23]=[CH:22][CH:21]=3)CC2)N=1)C.[CH2:27]([C:29]1[S:37][C:36]2[N:35]=[C:34]([CH2:38][CH2:39][CH3:40])[N:33]=[C:32]([N:41]3[CH2:46][CH2:45][N:44]([C:47](OC(C)(C)C)=[O:48])[CH2:43][CH2:42]3)[C:31]=2[CH:30]=1)[CH3:28]. No catalyst specified. The product is [CH2:27]([C:29]1[S:37][C:36]2[N:35]=[C:34]([CH2:38][CH2:39][CH3:40])[N:33]=[C:32]([N:41]3[CH2:42][CH2:43][N:44]([C:47](=[O:48])[CH2:19][C:20]4[CH:25]=[CH:24][CH:23]=[CH:22][CH:21]=4)[CH2:45][CH2:46]3)[C:31]=2[CH:30]=1)[CH3:28]. The yield is 0.360. (3) The reactants are C([O:3][C:4](=[O:30])[C:5]([CH3:29])([CH3:28])[CH2:6][CH2:7][CH2:8][CH2:9][CH2:10][CH:11]([C:21]1[CH:26]=[CH:25][CH:24]=[CH:23][C:22]=1[Cl:27])[N:12]1[CH2:17][CH2:16][C:15]2[S:18][CH:19]=[CH:20][C:14]=2[CH2:13]1)C.C(O)C.[OH-].[Na+]. The catalyst is O. The product is [Cl:27][C:22]1[CH:23]=[CH:24][CH:25]=[CH:26][C:21]=1[CH:11]([N:12]1[CH2:17][CH2:16][C:15]2[S:18][CH:19]=[CH:20][C:14]=2[CH2:13]1)[CH2:10][CH2:9][CH2:8][CH2:7][CH2:6][C:5]([CH3:29])([CH3:28])[C:4]([OH:30])=[O:3]. The yield is 0.438. (4) The reactants are C(N(CCCC)CCCC)CCC.[F:14][C:15]([F:19])([F:18])[CH2:16][OH:17].[CH2:20]=[C:21]([C:26](OS(F)(=O)=O)([F:28])[F:27])[C:22]([F:25])([F:24])[F:23]. The catalyst is COCCOCCOC. The product is [CH2:20]=[C:21]([C:26]([O:17][CH2:16][C:15]([F:19])([F:18])[F:14])([F:28])[F:27])[C:22]([F:25])([F:24])[F:23]. The yield is 0.300.